Task: Predict which catalyst facilitates the given reaction.. Dataset: Catalyst prediction with 721,799 reactions and 888 catalyst types from USPTO Reactant: Cl[C:2]1[CH:3]=[C:4]([NH:9][C:10]2[CH:15]=[CH:14][C:13]([N:16]3[CH2:21][CH2:20][N:19]([CH:22]4[CH2:25][O:24][CH2:23]4)[CH2:18][C@@H:17]3[CH3:26])=[CH:12][N:11]=2)[C:5](=[O:8])[NH:6][CH:7]=1.C([O:30][CH2:31][C:32]1[C:33]([N:47]2[N:56]=[CH:55][C:54]3[C:49](=[C:50]([F:61])[CH:51]=[C:52]([C:57]([CH3:60])([CH3:59])[CH3:58])[CH:53]=3)[C:48]2=[O:62])=[N:34][CH:35]=[CH:36][C:37]=1B1OC(C)(C)C(C)(C)O1)(=O)C.C1CCC(P(C2CCCCC2)C2CCCCC2)CC1.C([O-])([O-])=O.[Cs+].[Cs+]. Product: [C:57]([C:52]1[CH:53]=[C:54]2[C:49](=[C:50]([F:61])[CH:51]=1)[C:48](=[O:62])[N:47]([C:33]1[C:32]([CH2:31][OH:30])=[C:37]([C:2]3[CH:3]=[C:4]([NH:9][C:10]4[CH:15]=[CH:14][C:13]([N:16]5[CH2:21][CH2:20][N:19]([CH:22]6[CH2:25][O:24][CH2:23]6)[CH2:18][C@@H:17]5[CH3:26])=[CH:12][N:11]=4)[C:5](=[O:8])[NH:6][CH:7]=3)[CH:36]=[CH:35][N:34]=1)[N:56]=[CH:55]2)([CH3:60])([CH3:58])[CH3:59]. The catalyst class is: 552.